This data is from Catalyst prediction with 721,799 reactions and 888 catalyst types from USPTO. The task is: Predict which catalyst facilitates the given reaction. (1) Reactant: C[Si]([N-][Si](C)(C)C)(C)C.[Na+].[O:11]=[C:12]1[CH2:19][CH:18]2[N:20]([C:21]([O:23][C:24]([CH3:27])([CH3:26])[CH3:25])=[O:22])[CH:14]([CH2:15][CH2:16][CH2:17]2)[CH2:13]1.[F:28][C:29]([F:48])([F:47])[S:30](N(C1C=CC=CC=1)[S:30]([C:29]([F:48])([F:47])[F:28])(=[O:32])=[O:31])(=[O:32])=[O:31]. Product: [F:28][C:29]([F:48])([F:47])[S:30]([O:11][C:12]1[CH2:19][CH:18]2[N:20]([C:21]([O:23][C:24]([CH3:27])([CH3:26])[CH3:25])=[O:22])[CH:14]([CH:13]=1)[CH2:15][CH2:16][CH2:17]2)(=[O:32])=[O:31]. The catalyst class is: 7. (2) The catalyst class is: 6. Reactant: [C:1]([C:4]1[CH:5]=[C:6]2[C:11](=[CH:12][CH:13]=1)[O:10][CH:9]([C:14]([F:17])([F:16])[F:15])[C:8]([C:18]([O:20][CH2:21][CH3:22])=[O:19])=[CH:7]2)(=O)[CH3:2].ClCCl.C([SiH](CC)CC)C. Product: [CH2:1]([C:4]1[CH:5]=[C:6]2[C:11](=[CH:12][CH:13]=1)[O:10][CH:9]([C:14]([F:15])([F:16])[F:17])[C:8]([C:18]([O:20][CH2:21][CH3:22])=[O:19])=[CH:7]2)[CH3:2]. (3) Product: [CH:44]1([CH2:47][NH:48][C:31]([NH:1][C:2]2[CH:3]=[CH:4][C:5]([O:6][CH:7]3[CH2:11][CH2:10][N:9]([CH2:12][C:13]4[CH:14]=[CH:15][C:16]([C:19]([OH:28])([C:20]([F:21])([F:22])[F:23])[C:24]([F:27])([F:25])[F:26])=[CH:17][CH:18]=4)[CH2:8]3)=[CH:29][CH:30]=2)=[O:32])[CH2:46][CH2:45]1. The catalyst class is: 217. Reactant: [NH2:1][C:2]1[CH:30]=[CH:29][C:5]([O:6][CH:7]2[CH2:11][CH2:10][N:9]([CH2:12][C:13]3[CH:18]=[CH:17][C:16]([C:19]([OH:28])([C:24]([F:27])([F:26])[F:25])[C:20]([F:23])([F:22])[F:21])=[CH:15][CH:14]=3)[CH2:8]2)=[CH:4][CH:3]=1.[C:31](Cl)(=O)[O:32]C1C=CC([N+]([O-])=O)=CC=1.[CH:44]1([CH2:47][NH2:48])[CH2:46][CH2:45]1.C(N(CC)CC)C.